This data is from Full USPTO retrosynthesis dataset with 1.9M reactions from patents (1976-2016). The task is: Predict the reactants needed to synthesize the given product. (1) Given the product [N:16]1([C:9]([O:11][C:12]([CH3:13])([CH3:14])[CH3:15])=[O:10])[CH2:21][CH2:20][CH:19]([C:22]([O:24][CH2:25][CH3:26])=[O:23])[CH2:18][CH2:17]1, predict the reactants needed to synthesize it. The reactants are: [C:9](O[C:9]([O:11][C:12]([CH3:15])([CH3:14])[CH3:13])=[O:10])([O:11][C:12]([CH3:15])([CH3:14])[CH3:13])=[O:10].[NH:16]1[CH2:21][CH2:20][CH:19]([C:22]([O:24][CH2:25][CH3:26])=[O:23])[CH2:18][CH2:17]1. (2) The reactants are: [NH2:1][C:2]([C@@H:4]1[CH2:8][C:7]([F:10])([F:9])[CH2:6][N:5]1[C:11](=[O:25])[C@@H:12]([NH:17][C:18]([O:20][C:21]([CH3:24])([CH3:23])[CH3:22])=[O:19])[C@@H:13]([CH3:16])[CH2:14][CH3:15])=O.N1C(Cl)=NC(Cl)=NC=1Cl. Given the product [C:21]([O:20][C:18]([NH:17][C@@H:12]([C@@H:13]([CH3:16])[CH2:14][CH3:15])[C:11]([N:5]1[CH2:6][C:7]([F:10])([F:9])[CH2:8][C@H:4]1[C:2]#[N:1])=[O:25])=[O:19])([CH3:24])([CH3:23])[CH3:22], predict the reactants needed to synthesize it. (3) The reactants are: [OH:1][CH:2]1[CH2:7][CH2:6][N:5]([C:8]#[N:9])[CH2:4][CH2:3]1.[OH:10][NH:11][C:12](=N)[CH:13]([CH3:15])[CH3:14].Cl. Given the product [CH:13]([C:12]1[N:9]=[C:8]([N:5]2[CH2:6][CH2:7][CH:2]([OH:1])[CH2:3][CH2:4]2)[O:10][N:11]=1)([CH3:15])[CH3:14], predict the reactants needed to synthesize it. (4) The reactants are: [CH:1]1([NH:7][C:8]2[C:9]3[CH2:30][NH:29][CH2:28][CH2:27][C:10]=3[N:11]=[C:12]([NH:14][C:15]3[CH:20]=[CH:19][C:18]([N:21]4[CH:25]=[CH:24][N:23]=[C:22]4[CH3:26])=[CH:17][CH:16]=3)[N:13]=2)[CH2:6][CH2:5][CH2:4][CH2:3][CH2:2]1.[C:31](O)(=O)C.C=O.C([BH3-])#N.[Na+]. Given the product [CH:1]1([NH:7][C:8]2[C:9]3[CH2:30][N:29]([CH3:31])[CH2:28][CH2:27][C:10]=3[N:11]=[C:12]([NH:14][C:15]3[CH:20]=[CH:19][C:18]([N:21]4[CH:25]=[CH:24][N:23]=[C:22]4[CH3:26])=[CH:17][CH:16]=3)[N:13]=2)[CH2:2][CH2:3][CH2:4][CH2:5][CH2:6]1, predict the reactants needed to synthesize it. (5) Given the product [Br:13][C:8]1[C:7]2[C:11](=[CH:12][C:4]([N+:1]([O-:3])=[O:2])=[CH:5][CH:6]=2)[NH:10][N:9]=1, predict the reactants needed to synthesize it. The reactants are: [N+:1]([C:4]1[CH:12]=[C:11]2[C:7]([CH:8]=[N:9][NH:10]2)=[CH:6][CH:5]=1)([O-:3])=[O:2].[Br:13]N1C(=O)CCC1=O. (6) Given the product [N:34]1([CH2:37][C:38]2[CH:43]=[CH:42][C:41]([C:21]3[CH:20]=[CH:19][C:3]([O:4][C:5]4[C:14]5[C:9](=[CH:10][C:11]([O:17][CH3:18])=[C:12]([O:15][CH3:16])[CH:13]=5)[N:8]=[CH:7][CH:6]=4)=[C:2]([F:1])[CH:22]=3)=[CH:40][CH:39]=2)[CH:33]=[CH:32][CH:36]=[N:35]1, predict the reactants needed to synthesize it. The reactants are: [F:1][C:2]1[CH:22]=[C:21](C2C=NC(OC)=CC=2)[CH:20]=[CH:19][C:3]=1[O:4][C:5]1[C:14]2[C:9](=[CH:10][C:11]([O:17][CH3:18])=[C:12]([O:15][CH3:16])[CH:13]=2)[N:8]=[CH:7][CH:6]=1.B(O)(O)[C:32]1[CH:36]=[N:35][N:34]([CH2:37][C:38]2[CH:43]=[CH:42][CH:41]=[CH:40][CH:39]=2)[CH:33]=1. (7) The reactants are: C([O:8][N:9]([CH:21]=[O:22])[CH2:10][C@@H:11]([CH2:15][CH:16]1[CH2:20][CH2:19][CH2:18][CH2:17]1)[C:12]([OH:14])=O)C1C=CC=CC=1.Cl.C(OC(=O)[NH:33][C:34]1([CH2:48][C:49]2[CH:54]=[CH:53][C:52]([F:55])=[CH:51][CH:50]=2)[CH2:39][CH2:38][N:37]([C:40](=[O:47])[C@@H:41]([NH2:46])[C:42]([CH3:45])([CH3:44])[CH3:43])[CH2:36][CH2:35]1)C1C=CC=CC=1. Given the product [NH2:33][C:34]1([CH2:48][C:49]2[CH:50]=[CH:51][C:52]([F:55])=[CH:53][CH:54]=2)[CH2:39][CH2:38][N:37]([C:40]([C@@H:41]([NH:46][C:12](=[O:14])[C@H:11]([CH2:15][CH:16]2[CH2:17][CH2:18][CH2:19][CH2:20]2)[CH2:10][N:9]([CH:21]=[O:22])[OH:8])[C:42]([CH3:44])([CH3:45])[CH3:43])=[O:47])[CH2:36][CH2:35]1, predict the reactants needed to synthesize it. (8) Given the product [CH2:30]([O:15][C:13]([CH:12]1[CH2:10][CH:11]([C:24]2[CH:23]=[CH:22][C:21]3[C:26](=[CH:27][CH:28]=[CH:19][CH:20]=3)[CH:25]=2)[C:3]2[C:4](=[CH:6][C:7]([Cl:9])=[CH:8][C:2]=2[Cl:1])[NH:5]1)=[O:14])[CH3:31], predict the reactants needed to synthesize it. The reactants are: [Cl:1][C:2]1[CH:3]=[C:4]([CH:6]=[C:7]([Cl:9])[CH:8]=1)[NH2:5].[CH2:10]([C:12](=O)[C:13]([O-:15])=[O:14])[CH3:11].C([C:19]1[CH:28]=[CH:27][C:26]2[C:21](=[CH:22][CH:23]=[CH:24][CH:25]=2)[CH:20]=1)=C.F[C:30](F)(F)[C:31](O)=O. (9) The reactants are: [C:1]([NH:4][C:5]([CH2:16][CH2:17][C:18]1[CH:23]=[CH:22][C:21]([O:24][C:25]2[CH:30]=[CH:29][C:28]([C:31](=[O:34])[CH2:32]Cl)=[CH:27][CH:26]=2)=[CH:20][CH:19]=1)([C:11]([O:13][CH2:14][CH3:15])=[O:12])[C:6]([O:8][CH2:9][CH3:10])=[O:7])(=[O:3])[CH3:2].[C:35]([OH:39])(=[O:38])[CH2:36][CH3:37].CCN(CC)CC. Given the product [C:1]([NH:4][C:5]([CH2:16][CH2:17][C:18]1[CH:23]=[CH:22][C:21]([O:24][C:25]2[CH:30]=[CH:29][C:28]([C:31](=[O:34])[CH2:32][O:39][C:35](=[O:38])[CH2:36][CH3:37])=[CH:27][CH:26]=2)=[CH:20][CH:19]=1)([C:11]([O:13][CH2:14][CH3:15])=[O:12])[C:6]([O:8][CH2:9][CH3:10])=[O:7])(=[O:3])[CH3:2], predict the reactants needed to synthesize it. (10) Given the product [F:44][C:43]([F:45])([F:46])[C:38]1[CH:39]=[CH:40][CH:41]=[CH:42][C:37]=1[C:36]([NH:35][CH2:34][CH2:33][C:30]1[CH:31]=[CH:32][C:27]([N:5]2[CH:6]=[CH:7][C:3]([C:2]([F:9])([F:8])[F:1])=[N:4]2)=[CH:28][CH:29]=1)=[O:47], predict the reactants needed to synthesize it. The reactants are: [F:1][C:2]([F:9])([F:8])[C:3]1[CH:7]=[CH:6][NH:5][N:4]=1.CN(C)C1CCCCC1N.C(=O)([O-])[O-].[K+].[K+].Br[C:27]1[CH:32]=[CH:31][C:30]([CH2:33][CH2:34][NH:35][C:36](=[O:47])[C:37]2[CH:42]=[CH:41][CH:40]=[CH:39][C:38]=2[C:43]([F:46])([F:45])[F:44])=[CH:29][CH:28]=1.